Predict the reaction yield, written as a fraction of the theoretical maximum amount of product (1.0 means a 100% yield; for example, 0.34 means a 34% yield). From a dataset of Reaction yield outcomes from USPTO patents with 853,638 reactions. (1) The reactants are [Cl:1][C:2]1[CH:7]=[CH:6][C:5]([C:8]2[N:12]([C:13]3[CH:18]=[CH:17][C:16]([Cl:19])=[CH:15][C:14]=3[Cl:20])[N:11]=[C:10]([C:21]([OH:23])=O)[C:9]=2[CH3:24])=[CH:4][CH:3]=1.[C:25]([NH:30][NH2:31])(=[O:29])[CH2:26][CH2:27][CH3:28].CCN=C=NCCCN(C)C.Cl. The catalyst is C(Cl)Cl.CN(C1C=CN=CC=1)C. The product is [C:25]([NH:30][NH:31][C:21]([C:10]1[C:9]([CH3:24])=[C:8]([C:5]2[CH:4]=[CH:3][C:2]([Cl:1])=[CH:7][CH:6]=2)[N:12]([C:13]2[CH:18]=[CH:17][C:16]([Cl:19])=[CH:15][C:14]=2[Cl:20])[N:11]=1)=[O:23])(=[O:29])[CH2:26][CH2:27][CH3:28]. The yield is 0.770. (2) The reactants are [Br:1][C:2]1[CH:8]=[CH:7][C:6]([Cl:9])=[CH:5][C:3]=1N.[CH3:10][S:11]SC.N(OC(C)(C)C)=O. The catalyst is C(#N)C. The product is [Br:1][C:2]1[CH:8]=[CH:7][C:6]([Cl:9])=[CH:5][C:3]=1[S:11][CH3:10]. The yield is 0.710. (3) The reactants are [Br:1][C:2]1[C:10]2[O:9][C:8]([S:11](Cl)(=[O:13])=[O:12])=[C:7]([CH2:15][C:16]3[CH:21]=[CH:20][CH:19]=[C:18]([F:22])[CH:17]=3)[C:6]=2[CH:5]=[C:4]([F:23])[CH:3]=1.S([O-])([O-])=O.[Na+].[Na+].[C:30](=O)(O)[O-].[Na+].CI. The catalyst is C1COCC1.O. The product is [Br:1][C:2]1[C:10]2[O:9][C:8]([S:11]([CH3:30])(=[O:13])=[O:12])=[C:7]([CH2:15][C:16]3[CH:21]=[CH:20][CH:19]=[C:18]([F:22])[CH:17]=3)[C:6]=2[CH:5]=[C:4]([F:23])[CH:3]=1. The yield is 0.580. (4) The reactants are [O:1]1[C:10]2[C:5](=[N:6][C:7]([CH2:11][C:12]([O:14]C)=[O:13])=[CH:8][CH:9]=2)[O:4][CH2:3][CH2:2]1.[OH-].[Na+]. The catalyst is CO. The product is [O:1]1[C:10]2[C:5](=[N:6][C:7]([CH2:11][C:12]([OH:14])=[O:13])=[CH:8][CH:9]=2)[O:4][CH2:3][CH2:2]1. The yield is 0.570. (5) The reactants are [F:1][C:2]([F:34])([F:33])[CH:3]([C:24]1[CH:29]=[C:28]([Cl:30])[C:27]([Cl:31])=[C:26]([Cl:32])[CH:25]=1)/[CH:4]=[CH:5]/[C:6]1[CH:11]=[CH:10][C:9]([NH:12][N:13]2C(=O)C3C(=CC=CC=3)C2=O)=[CH:8][CH:7]=1.O.NN. The catalyst is CCO. The product is [F:34][C:2]([F:1])([F:33])[CH:3]([C:24]1[CH:25]=[C:26]([Cl:32])[C:27]([Cl:31])=[C:28]([Cl:30])[CH:29]=1)/[CH:4]=[CH:5]/[C:6]1[CH:11]=[CH:10][C:9]([NH:12][NH2:13])=[CH:8][CH:7]=1. The yield is 0.660.